This data is from Peptide-MHC class II binding affinity with 134,281 pairs from IEDB. The task is: Regression. Given a peptide amino acid sequence and an MHC pseudo amino acid sequence, predict their binding affinity value. This is MHC class II binding data. (1) The peptide sequence is WPTVRERMRRAEPAA. The MHC is DRB1_0301 with pseudo-sequence DRB1_0301. The binding affinity (normalized) is 0.130. (2) The peptide sequence is YALAASALVEAAA. The MHC is HLA-DQA10501-DQB10201 with pseudo-sequence HLA-DQA10501-DQB10201. The binding affinity (normalized) is 0.430. (3) The MHC is HLA-DPA10201-DPB10501 with pseudo-sequence HLA-DPA10201-DPB10501. The binding affinity (normalized) is 0. The peptide sequence is SGAGWSGMAEATSLD. (4) The MHC is DRB1_1602 with pseudo-sequence DRB1_1602. The peptide sequence is YDKFLANVSTFLTGK. The binding affinity (normalized) is 0.814.